Dataset: Catalyst prediction with 721,799 reactions and 888 catalyst types from USPTO. Task: Predict which catalyst facilitates the given reaction. (1) Reactant: [OH:1][N:2]=[C:3]([NH2:14])[C:4]1[CH:9]=[CH:8][C:7]([CH3:10])=[C:6]([N+:11]([O-:13])=[O:12])[CH:5]=1.CCN(C(C)C)C(C)C.Cl[C:25](Cl)([O:27]C(=O)OC(Cl)(Cl)Cl)Cl.O. Product: [CH3:10][C:7]1[CH:8]=[CH:9][C:4]([C:3]2[NH:14][C:25](=[O:27])[O:1][N:2]=2)=[CH:5][C:6]=1[N+:11]([O-:13])=[O:12]. The catalyst class is: 7. (2) Reactant: [CH3:1][O:2][C:3]([C:5]1([C:8]([OH:10])=O)[CH2:7][CH2:6]1)=[O:4].F[P-](F)(F)(F)(F)F.N1(OC(N(C)C)=[N+](C)C)C2N=CC=CC=2N=N1.C(N(CC)C(C)C)(C)C.[CH3:44][C:45]([CH3:65])=[CH:46][CH2:47][CH2:48]/[C:49](/[CH3:64])=[CH:50]/[CH2:51][CH2:52]/[C:53](/[CH3:63])=[CH:54]/[CH2:55][S:56][CH2:57][C@H:58]([NH2:62])[C:59]([OH:61])=[O:60]. Product: [CH3:1][O:2][C:3]([C:5]1([C:8](=[O:10])[NH:62][CH:58]([C:59]([OH:61])=[O:60])[CH2:57][S:56][CH2:55][CH:54]=[C:53]([CH3:63])[CH2:52][CH2:51][CH:50]=[C:49]([CH3:64])[CH2:48][CH2:47][CH:46]=[C:45]([CH3:65])[CH3:44])[CH2:6][CH2:7]1)=[O:4]. The catalyst class is: 56. (3) Reactant: [OH-].[Na+].O.C([O:6][C:7]([C:9]1([C:19]2[CH:24]=[CH:23][C:22]([Br:25])=[CH:21][N:20]=2)[CH2:18][CH2:17][C:12]2([O:16][CH2:15][CH2:14][O:13]2)[CH2:11][CH2:10]1)=[O:8])C. Product: [Br:25][C:22]1[CH:23]=[CH:24][C:19]([C:9]2([C:7]([OH:8])=[O:6])[CH2:10][CH2:11][C:12]3([O:16][CH2:15][CH2:14][O:13]3)[CH2:17][CH2:18]2)=[N:20][CH:21]=1. The catalyst class is: 111. (4) Reactant: [CH2:1]([N:4]([C@@H:17]([C:25]1[CH:30]=[CH:29][CH:28]=[CH:27][CH:26]=1)[C:18](=[O:24])[N:19]1[CH2:23][CH2:22][CH2:21][CH2:20]1)S(C1C=CC=CC=1[N+]([O-])=O)(=O)=O)[CH:2]=[CH2:3].C(=O)([O-])[O-].[K+].[K+].C1(S)C=CC=CC=1.O. Product: [CH2:1]([NH:4][C@@H:17]([C:25]1[CH:26]=[CH:27][CH:28]=[CH:29][CH:30]=1)[C:18]([N:19]1[CH2:20][CH2:21][CH2:22][CH2:23]1)=[O:24])[CH:2]=[CH2:3]. The catalyst class is: 9. (5) Reactant: [Cl:1]N1C(=O)CCC1=O.[CH:9]([Si:12]([CH:25]([CH3:27])[CH3:26])([CH:22]([CH3:24])[CH3:23])[O:13][C:14]([C:16]1[N:21]=[CH:20][CH:19]=[CH:18][N:17]=1)=[CH2:15])([CH3:11])[CH3:10].CCOCC. Product: [Cl:1][CH:15]=[C:14]([C:16]1[N:17]=[CH:18][CH:19]=[CH:20][N:21]=1)[O:13][Si:12]([CH:9]([CH3:10])[CH3:11])([CH:22]([CH3:24])[CH3:23])[CH:25]([CH3:27])[CH3:26]. The catalyst class is: 1. (6) Reactant: Cl[C:2]1[N:7]=[CH:6][C:5]([CH2:8][N:9]2[CH2:14][CH2:13][N:12]([CH3:15])[CH2:11][CH2:10]2)=[CH:4][CH:3]=1.C1(P(C2CCCCC2)C2C=CC=CC=2C2C=CC=CC=2)CCCCC1.C[Si]([N-:45][Si](C)(C)C)(C)C.[Li+]. Product: [CH3:15][N:12]1[CH2:13][CH2:14][N:9]([CH2:8][C:5]2[CH:4]=[CH:3][C:2]([NH2:45])=[N:7][CH:6]=2)[CH2:10][CH2:11]1. The catalyst class is: 443. (7) Reactant: [N+:1]([C:4]1[N:9]=[CH:8][C:7]([O:10][C:11]2[CH:12]=[N:13][CH:14]=[C:15]([CH:20]=2)[C:16]([O:18][CH3:19])=[O:17])=[CH:6][CH:5]=1)([O-])=O.C(O)(=O)C.[NH4+].[OH-]. Product: [NH2:1][C:4]1[N:9]=[CH:8][C:7]([O:10][C:11]2[CH:12]=[N:13][CH:14]=[C:15]([CH:20]=2)[C:16]([O:18][CH3:19])=[O:17])=[CH:6][CH:5]=1. The catalyst class is: 292.